Dataset: NCI-60 drug combinations with 297,098 pairs across 59 cell lines. Task: Regression. Given two drug SMILES strings and cell line genomic features, predict the synergy score measuring deviation from expected non-interaction effect. (1) Drug 1: CN1CCC(CC1)COC2=C(C=C3C(=C2)N=CN=C3NC4=C(C=C(C=C4)Br)F)OC. Drug 2: CC(C)(C#N)C1=CC(=CC(=C1)CN2C=NC=N2)C(C)(C)C#N. Cell line: NCI-H226. Synergy scores: CSS=8.25, Synergy_ZIP=-2.11, Synergy_Bliss=-1.31, Synergy_Loewe=-0.635, Synergy_HSA=-0.916. (2) Drug 1: CC(CN1CC(=O)NC(=O)C1)N2CC(=O)NC(=O)C2. Drug 2: CC(C)CN1C=NC2=C1C3=CC=CC=C3N=C2N. Cell line: SW-620. Synergy scores: CSS=26.8, Synergy_ZIP=-1.10, Synergy_Bliss=-0.905, Synergy_Loewe=-2.21, Synergy_HSA=-2.06. (3) Drug 1: COC1=NC(=NC2=C1N=CN2C3C(C(C(O3)CO)O)O)N. Drug 2: C1CNP(=O)(OC1)N(CCCl)CCCl. Cell line: SNB-75. Synergy scores: CSS=2.17, Synergy_ZIP=-0.755, Synergy_Bliss=-0.239, Synergy_Loewe=-0.987, Synergy_HSA=-0.190. (4) Drug 1: CN(C)C1=NC(=NC(=N1)N(C)C)N(C)C. Drug 2: CC1=C2C(C(=O)C3(C(CC4C(C3C(C(C2(C)C)(CC1OC(=O)C(C(C5=CC=CC=C5)NC(=O)OC(C)(C)C)O)O)OC(=O)C6=CC=CC=C6)(CO4)OC(=O)C)O)C)O. Cell line: MDA-MB-435. Synergy scores: CSS=63.2, Synergy_ZIP=9.37, Synergy_Bliss=8.40, Synergy_Loewe=-6.01, Synergy_HSA=5.99. (5) Drug 1: CNC(=O)C1=NC=CC(=C1)OC2=CC=C(C=C2)NC(=O)NC3=CC(=C(C=C3)Cl)C(F)(F)F. Drug 2: C1CC(=O)NC(=O)C1N2C(=O)C3=CC=CC=C3C2=O. Cell line: CAKI-1. Synergy scores: CSS=-12.2, Synergy_ZIP=8.49, Synergy_Bliss=3.80, Synergy_Loewe=-12.3, Synergy_HSA=-13.6. (6) Drug 1: COC1=C(C=C2C(=C1)N=CN=C2NC3=CC(=C(C=C3)F)Cl)OCCCN4CCOCC4. Drug 2: N.N.Cl[Pt+2]Cl. Cell line: CAKI-1. Synergy scores: CSS=44.9, Synergy_ZIP=-5.47, Synergy_Bliss=-6.36, Synergy_Loewe=-14.0, Synergy_HSA=-3.21.